From a dataset of Forward reaction prediction with 1.9M reactions from USPTO patents (1976-2016). Predict the product of the given reaction. (1) Given the reactants [NH2:1][C:2]1[CH:6]=[C:5]([C:7]2[CH:12]=[CH:11][C:10]([F:13])=[C:9]([F:14])[CH:8]=2)[S:4][C:3]=1[C:15]([O:17]C)=[O:16].[OH-].[Li+].Cl, predict the reaction product. The product is: [NH2:1][C:2]1[CH:6]=[C:5]([C:7]2[CH:12]=[CH:11][C:10]([F:13])=[C:9]([F:14])[CH:8]=2)[S:4][C:3]=1[C:15]([OH:17])=[O:16]. (2) Given the reactants [CH:1]1([NH:4][C:5](=[O:28])[C:6]2[CH:11]=[CH:10][C:9]([C:12]3[N:16]4[N:17]=[C:18]([S:26][CH3:27])[CH:19]=[C:20]([NH:21][CH2:22][CH:23]([CH3:25])[CH3:24])[C:15]4=[N:14][CH:13]=3)=[CH:8][CH:7]=2)[CH2:3][CH2:2]1.[OH:29]OS([O-])=O.[K+].[OH2:35], predict the reaction product. The product is: [CH:1]1([NH:4][C:5](=[O:28])[C:6]2[CH:11]=[CH:10][C:9]([C:12]3[N:16]4[N:17]=[C:18]([S:26]([CH3:27])(=[O:29])=[O:35])[CH:19]=[C:20]([NH:21][CH2:22][CH:23]([CH3:25])[CH3:24])[C:15]4=[N:14][CH:13]=3)=[CH:8][CH:7]=2)[CH2:2][CH2:3]1. (3) Given the reactants CCN(C(C)C)C(C)C.[CH3:10][NH:11][CH:12]1[CH2:17][CH2:16][N:15]([C:18]2[C:19]3[CH:26]=[CH:25][NH:24][C:20]=3[N:21]=[CH:22][N:23]=2)[CH2:14][CH2:13]1.[C:27](O)(=[O:34])[C:28]1[CH:33]=[CH:32][CH:31]=[CH:30][CH:29]=1.CN(C(ON1N=NC2C=CC=NC1=2)=[N+](C)C)C.F[P-](F)(F)(F)(F)F, predict the reaction product. The product is: [CH3:10][N:11]([CH:12]1[CH2:17][CH2:16][N:15]([C:18]2[C:19]3[CH:26]=[CH:25][NH:24][C:20]=3[N:21]=[CH:22][N:23]=2)[CH2:14][CH2:13]1)[C:27](=[O:34])[C:28]1[CH:33]=[CH:32][CH:31]=[CH:30][CH:29]=1. (4) Given the reactants C1([C:7]2[N:8]=[C:9]([CH2:26][CH2:27][C:28]([OH:30])=[O:29])[N:10]([CH2:18][O:19][CH2:20][CH2:21][Si:22]([CH3:25])([CH3:24])[CH3:23])[C:11]=2[C:12]2[CH:17]=[CH:16][CH:15]=[CH:14][CH:13]=2)C=CC=CC=1.[CH3:31][O:32]C1C=CC=CC=1C(=O)C=O, predict the reaction product. The product is: [CH3:31][O:32][C:17]1[CH:16]=[CH:15][CH:14]=[CH:13][C:12]=1[C:11]1[N:10]([CH2:18][O:19][CH2:20][CH2:21][Si:22]([CH3:24])([CH3:23])[CH3:25])[C:9]([CH2:26][CH2:27][C:28]([OH:30])=[O:29])=[N:8][CH:7]=1. (5) Given the reactants C1(P(C2C=CC=CC=2)CCP(C2C=CC=CC=2)C2C=CC=CC=2)C=CC=CC=1.[CH2:29]([N:36]1[CH2:40][C:39]([C:41]2([NH:44][C:45]([O:47][C:48]([CH3:51])([CH3:50])[CH3:49])=[O:46])[CH2:43][CH2:42]2)=[C:38]([C:52]([O:54][CH2:55][CH3:56])=[O:53])[CH2:37]1)[C:30]1[CH:35]=[CH:34][CH:33]=[CH:32][CH:31]=1, predict the reaction product. The product is: [CH2:29]([N:36]1[CH2:40][C@H:39]([C:41]2([NH:44][C:45]([O:47][C:48]([CH3:50])([CH3:51])[CH3:49])=[O:46])[CH2:42][CH2:43]2)[C@H:38]([C:52]([O:54][CH2:55][CH3:56])=[O:53])[CH2:37]1)[C:30]1[CH:35]=[CH:34][CH:33]=[CH:32][CH:31]=1. (6) Given the reactants [C:1]([O:4][CH:5]1[CH2:9][CH2:8][CH2:7][C:6]1([NH2:22])[CH2:10][NH:11][C:12]1[CH:17]=[CH:16][C:15]([C:18]#[N:19])=[C:14]([Cl:20])[C:13]=1[CH3:21])(=[O:3])[CH3:2].CCN(C(C)C)C(C)C.C1C[O:35][CH2:34]C1, predict the reaction product. The product is: [C:1]([O:4][CH:5]1[CH2:9][CH2:8][CH2:7][C:6]21[NH:22][C:34](=[O:35])[N:11]([C:12]1[CH:17]=[CH:16][C:15]([C:18]#[N:19])=[C:14]([Cl:20])[C:13]=1[CH3:21])[CH2:10]2)(=[O:3])[CH3:2].